Task: Predict the product of the given reaction.. Dataset: Forward reaction prediction with 1.9M reactions from USPTO patents (1976-2016) Given the reactants [CH2:1]([O:5][CH2:6][CH2:7][O:8][C:9]1[CH:14]=[CH:13][C:12]([C:15]2[CH:16]=[CH:17][C:18]3[N:24]([CH2:25][CH:26]([CH3:28])[CH3:27])[CH2:23][CH2:22][C:21]([C:29]([NH:31][C:32]4[CH:37]=[CH:36][C:35]([S:38][CH2:39][CH2:40][N:41]5[CH:45]=[CH:44][N:43]=[CH:42]5)=[CH:34][CH:33]=4)=[O:30])=[CH:20][C:19]=3[CH:46]=2)=[CH:11][CH:10]=1)[CH2:2][CH2:3][CH3:4].ClC1C=CC=C(C(OO)=[O:55])C=1.S([O-])([O-])(=O)=S.[Na+].[Na+], predict the reaction product. The product is: [CH2:1]([O:5][CH2:6][CH2:7][O:8][C:9]1[CH:14]=[CH:13][C:12]([C:15]2[CH:16]=[CH:17][C:18]3[N:24]([CH2:25][CH:26]([CH3:27])[CH3:28])[CH2:23][CH2:22][C:21]([C:29]([NH:31][C:32]4[CH:33]=[CH:34][C:35]([S:38]([CH2:39][CH2:40][N:41]5[CH:45]=[CH:44][N:43]=[CH:42]5)=[O:55])=[CH:36][CH:37]=4)=[O:30])=[CH:20][C:19]=3[CH:46]=2)=[CH:11][CH:10]=1)[CH2:2][CH2:3][CH3:4].